Dataset: Peptide-MHC class II binding affinity with 134,281 pairs from IEDB. Task: Regression. Given a peptide amino acid sequence and an MHC pseudo amino acid sequence, predict their binding affinity value. This is MHC class II binding data. (1) The peptide sequence is KYMVIQGEPGRVIRG. The MHC is DRB1_0101 with pseudo-sequence DRB1_0101. The binding affinity (normalized) is 0.925. (2) The peptide sequence is TMAEVRLAAMFFCAVKK. The MHC is HLA-DQA10201-DQB10303 with pseudo-sequence HLA-DQA10201-DQB10303. The binding affinity (normalized) is 0. (3) The peptide sequence is RPGVSKKFLSLLTSS. The MHC is DRB3_0101 with pseudo-sequence DRB3_0101. The binding affinity (normalized) is 0. (4) The peptide sequence is EELQIVDKIDAAFKI. The MHC is DRB1_0101 with pseudo-sequence DRB1_0101. The binding affinity (normalized) is 0.458. (5) The peptide sequence is LEAKATFYGSNPRGA. The MHC is HLA-DPA10201-DPB10501 with pseudo-sequence HLA-DPA10201-DPB10501. The binding affinity (normalized) is 0.0608. (6) The peptide sequence is EKDSPFKLSSSEPHC. The MHC is DRB1_0404 with pseudo-sequence DRB1_0404. The binding affinity (normalized) is 0.487. (7) The peptide sequence is KSAFQSSIASGFVGL. The MHC is DRB1_1101 with pseudo-sequence DRB1_1101. The binding affinity (normalized) is 0.694.